From a dataset of Catalyst prediction with 721,799 reactions and 888 catalyst types from USPTO. Predict which catalyst facilitates the given reaction. (1) Reactant: [CH3:1][N:2]([CH3:12])[C:3]1[CH:11]=[CH:10][C:6]([C:7]([OH:9])=O)=[CH:5][CH:4]=1.C(N(CC)CC)C.C1N(P(Cl)(N2C(=O)OCC2)=O)C(=O)OC1.[NH2:35][CH2:36][C:37]1[CH:42]=[CH:41][C:40]([CH2:43][OH:44])=[CH:39][CH:38]=1.C([O-])(O)=O.[Na+]. Product: [CH3:12][N:2]([CH3:1])[C:3]1[CH:4]=[CH:5][C:6]([C:7]([NH:35][CH2:36][C:37]2[CH:42]=[CH:41][C:40]([CH2:43][OH:44])=[CH:39][CH:38]=2)=[O:9])=[CH:10][CH:11]=1. The catalyst class is: 2. (2) Reactant: Cl[C:2]1[C:3]2[C:4](=[CH:17][N:18](CC3C=CC(OC)=CC=3)[N:19]=2)[N:5]=[C:6]([C:8]2[CH:16]=[C:15]3[C:11]([CH:12]=[N:13][NH:14]3)=[CH:10][CH:9]=2)[N:7]=1.[CH3:29][N:30]1[CH2:35][CH2:34][N:33]([C:36]2[CH:42]=[CH:41][C:39]([NH2:40])=[CH:38][CH:37]=2)[CH2:32][CH2:31]1.Cl. Product: [NH:14]1[C:15]2[C:11](=[CH:10][CH:9]=[C:8]([C:6]3[N:7]=[C:2]([NH:40][C:39]4[CH:38]=[CH:37][C:36]([N:33]5[CH2:32][CH2:31][N:30]([CH3:29])[CH2:35][CH2:34]5)=[CH:42][CH:41]=4)[C:3]4[NH:19][N:18]=[CH:17][C:4]=4[N:5]=3)[CH:16]=2)[CH:12]=[N:13]1. The catalyst class is: 71. (3) Reactant: [CH3:1][CH2:2][CH2:3][C:4]1[N:12]([CH2:13][C:14]2[CH:19]=[CH:18][C:17]([C:20]3[C:25]([C:26]([O:28]C(C)(C)C)=[O:27])=[CH:24][CH:23]=[CH:22][CH:21]=3)=[CH:16][CH:15]=2)[C:11]2[C:6](=[C:7]([CH3:43])[CH:8]=[C:9]([C:33]3[N:41]([CH3:42])[C:40]4[C:35](=[CH:36][CH:37]=[CH:38][CH:39]=4)[N:34]=3)[CH:10]=2)[N:5]=1.N. Product: [CH3:1][CH2:2][CH2:3][C:4]1[N:12]([CH2:13][C:14]2[CH:19]=[CH:18][C:17]([C:20]3[CH:21]=[CH:22][CH:23]=[CH:24][C:25]=3[C:26]([OH:28])=[O:27])=[CH:16][CH:15]=2)[C:11]2[CH:10]=[C:9]([C:33]3[N:41]([CH3:42])[C:40]4[CH:39]=[CH:38][CH:37]=[CH:36][C:35]=4[N:34]=3)[CH:8]=[C:7]([CH3:43])[C:6]=2[N:5]=1. The catalyst class is: 5. (4) Reactant: [C:1]([C:5]1[CH:10]=[C:9]([Br:11])[C:8]([N+:12]([O-:14])=[O:13])=[CH:7][C:6]=1[OH:15])([CH3:4])([CH3:3])[CH3:2].C([O-])([O-])=O.[Cs+].[Cs+].[CH2:22](Br)[C:23]1[CH:28]=[CH:27][CH:26]=[CH:25][CH:24]=1. Product: [C:1]([C:5]1[CH:10]=[C:9]([Br:11])[C:8]([N+:12]([O-:14])=[O:13])=[CH:7][C:6]=1[O:15][CH2:22][C:23]1[CH:28]=[CH:27][CH:26]=[CH:25][CH:24]=1)([CH3:4])([CH3:2])[CH3:3]. The catalyst class is: 18.